This data is from Catalyst prediction with 721,799 reactions and 888 catalyst types from USPTO. The task is: Predict which catalyst facilitates the given reaction. Reactant: N[CH2:2][C:3]1[CH:4]=[C:5]2[C:9](=[CH:10][CH:11]=1)[CH:8]([O:12][CH2:13][O:14][CH3:15])[CH:7]([CH2:16][CH2:17][CH:18](N(CCC)CCC)[CH3:19])[CH2:6]2.C(=O)([O-])[O-].[K+].[K+].C([C:38]1[CH:48]=[CH:47][CH:46]=[C:40]2[C:41]([NH:43][C:44](=[O:45])[C:39]=12)=[O:42])(OCC)=O.O. Product: [CH2:41]([N:43]([CH2:44][CH2:39][CH3:38])[CH2:19][CH2:18][CH2:17][CH2:16][CH:7]1[CH2:6][C:5]2[C:9](=[CH:10][CH:11]=[C:3]([CH2:2][N:43]3[C:44](=[O:45])[C:39]4[C:40](=[CH:46][CH:47]=[CH:48][CH:38]=4)[C:41]3=[O:42])[CH:4]=2)[CH:8]1[O:12][CH2:13][O:14][CH3:15])[CH2:40][CH3:46]. The catalyst class is: 3.